Dataset: Full USPTO retrosynthesis dataset with 1.9M reactions from patents (1976-2016). Task: Predict the reactants needed to synthesize the given product. (1) Given the product [Br:11][C:9]1[CH:8]=[C:4]([C:5]2[O:7][C:18]3[C:13]([N:12]=2)=[N:14][CH:15]=[CH:16][CH:17]=3)[CH:3]=[C:2]([Br:1])[CH:10]=1, predict the reactants needed to synthesize it. The reactants are: [Br:1][C:2]1[CH:3]=[C:4]([CH:8]=[C:9]([Br:11])[CH:10]=1)[C:5]([OH:7])=O.[NH2:12][C:13]1[C:18](O)=[CH:17][CH:16]=[CH:15][N:14]=1. (2) Given the product [CH2:15]([O:12][B:11]([O-:14])[O:13][CH2:19][C:17]1[C:16](=[CH:22][CH:21]=[CH:9][CH:10]=1)[OH:1])[C:16]1[C:17](=[CH:19][CH:20]=[CH:21][CH:22]=1)[OH:18].[CH2:2]([N+:4]([CH2:9][CH3:10])([CH2:7][CH3:8])[CH2:5][CH3:6])[CH3:3], predict the reactants needed to synthesize it. The reactants are: [OH-:1].[CH2:2]([N+:4]([CH2:9][CH3:10])([CH2:7][CH3:8])[CH2:5][CH3:6])[CH3:3].[B:11]([OH:14])([OH:13])[OH:12].[C:15](O)(=O)[C:16]1[C:17](=[CH:19][CH:20]=[CH:21][CH:22]=1)[OH:18]. (3) Given the product [CH2:1]([C:3]1[CH:10]=[CH:9][C:6]([CH2:7][N:18]2[C:26]3[C:21](=[CH:22][CH:23]=[C:24]([CH2:27][C:28]([OH:30])=[O:29])[CH:25]=3)[CH:20]=[CH:19]2)=[CH:5][CH:4]=1)[CH3:2].[CH2:11]([N:18]1[C:26]2[C:21](=[CH:22][CH:23]=[C:24]([CH2:27][C:28]([OH:30])=[O:29])[CH:25]=2)[CH:20]=[CH:19]1)[C:12]1[CH:13]=[CH:14][CH:15]=[CH:16][CH:17]=1, predict the reactants needed to synthesize it. The reactants are: [CH2:1]([C:3]1[CH:10]=[CH:9][C:6]([CH2:7]Cl)=[CH:5][CH:4]=1)[CH3:2].[CH2:11]([N:18]1[C:26]2[C:21](=[CH:22][CH:23]=[C:24]([CH2:27][C:28]([OH:30])=[O:29])[CH:25]=2)[CH:20]=[CH:19]1)[C:12]1[CH:17]=[CH:16][CH:15]=[CH:14][CH:13]=1. (4) Given the product [O:8]([C:4]1[CH:3]=[C:2]([CH:7]=[CH:6][CH:5]=1)[O:40][C:36]1[CH:35]=[C:34]([C:31]2[CH:32]=[CH:33][C:28]([N:26]3[C:25]4[CH:24]=[CH:23][CH:22]=[CH:21][C:20]=4[C:19]4[C:27]3=[CH:15][CH:16]=[CH:17][CH:18]=4)=[CH:29][CH:30]=2)[CH:39]=[CH:38][CH:37]=1)[C:9]1[CH:10]=[CH:11][CH:12]=[CH:13][CH:14]=1, predict the reactants needed to synthesize it. The reactants are: Br[C:2]1[CH:7]=[CH:6][CH:5]=[C:4]([O:8][C:9]2[CH:14]=[CH:13][CH:12]=[CH:11][CH:10]=2)[CH:3]=1.[CH:15]1[C:27]2[N:26]([C:28]3[CH:33]=[CH:32][C:31]([C:34]4[CH:39]=[CH:38][CH:37]=[C:36]([OH:40])[CH:35]=4)=[CH:30][CH:29]=3)[C:25]3[C:20](=[CH:21][CH:22]=[CH:23][CH:24]=3)[C:19]=2[CH:18]=[CH:17][CH:16]=1.C(=O)([O-])[O-].[K+].[K+]. (5) The reactants are: [F:1][C:2]1[C:11]([O:12][CH3:13])=[CH:10][C:9]([O:14][CH3:15])=[C:8]([F:16])[C:3]=1[C:4](OC)=[O:5].[BH4-].[Li+].Cl. Given the product [F:1][C:2]1[C:11]([O:12][CH3:13])=[CH:10][C:9]([O:14][CH3:15])=[C:8]([F:16])[C:3]=1[CH2:4][OH:5], predict the reactants needed to synthesize it. (6) Given the product [NH2:2][CH2:1][C:3]([C:6]1[C:7]([CH:13]2[CH2:18][CH2:17][N:16]([C:19]([O:21][C:22]([CH3:25])([CH3:24])[CH3:23])=[O:20])[CH2:15][CH2:14]2)=[N:8][C:9]([CH3:12])=[N:10][CH:11]=1)([CH3:5])[CH3:4], predict the reactants needed to synthesize it. The reactants are: [C:1]([C:3]([C:6]1[C:7]([CH:13]2[CH2:18][CH2:17][N:16]([C:19]([O:21][C:22]([CH3:25])([CH3:24])[CH3:23])=[O:20])[CH2:15][CH2:14]2)=[N:8][C:9]([CH3:12])=[N:10][CH:11]=1)([CH3:5])[CH3:4])#[N:2].[H][H]. (7) Given the product [Cl:1][C:2]1[CH:7]=[CH:6][C:5]([C:8]2([N:14]3[CH2:19][CH2:18][N:17]([CH2:22][C:21]([O:25][CH3:26])=[O:24])[C@H:16]([CH3:20])[CH2:15]3)[CH2:13][CH2:12][CH2:11][CH2:10][CH2:9]2)=[CH:4][CH:3]=1, predict the reactants needed to synthesize it. The reactants are: [Cl:1][C:2]1[CH:7]=[CH:6][C:5]([C:8]2([N:14]3[CH2:19][CH2:18][NH:17][C@H:16]([CH3:20])[CH2:15]3)[CH2:13][CH2:12][CH2:11][CH2:10][CH2:9]2)=[CH:4][CH:3]=1.[C:21]([O:25][CH3:26])(=[O:24])[CH:22]=O.C(O)(=O)C.[BH-](OC(C)=O)(OC(C)=O)OC(C)=O.[Na+]. (8) Given the product [CH2:39]([C@H:2]([NH:1][C:52]([C@@H:51]([NH:50][C:48](=[O:49])[O:47][CH3:46])[C:55]([CH3:58])([CH3:57])[CH3:56])=[O:53])[C@@H:3]([OH:38])[CH2:4][C@@H:5]([NH:13][C:14](=[O:37])[C@@H:15]([N:20]1[CH2:24][CH2:23][N:22]([CH2:25][C:26]2[C:35]3[C:30](=[CH:31][CH:32]=[CH:33][CH:34]=3)[N:29]=[CH:28][CH:27]=2)[C:21]1=[O:36])[CH:16]([CH3:19])[CH2:17][CH3:18])[CH2:6][C:7]1[CH:12]=[CH:11][CH:10]=[CH:9][CH:8]=1)[C:40]1[CH:41]=[CH:42][CH:43]=[CH:44][CH:45]=1, predict the reactants needed to synthesize it. The reactants are: [NH2:1][C@@H:2]([CH2:39][C:40]1[CH:45]=[CH:44][CH:43]=[CH:42][CH:41]=1)[C@@H:3]([OH:38])[CH2:4][C@@H:5]([NH:13][C:14](=[O:37])[C@@H:15]([N:20]1[CH2:24][CH2:23][N:22]([CH2:25][C:26]2[C:35]3[C:30](=[CH:31][CH:32]=[CH:33][CH:34]=3)[N:29]=[CH:28][CH:27]=2)[C:21]1=[O:36])[C@@H:16]([CH3:19])[CH2:17][CH3:18])[CH2:6][C:7]1[CH:12]=[CH:11][CH:10]=[CH:9][CH:8]=1.[CH3:46][O:47][C:48]([NH:50][C@@H:51]([C:55]([CH3:58])([CH3:57])[CH3:56])[C:52](O)=[O:53])=[O:49].CCN=C=NCCCN(C)C.C1C=CC2N(O)N=NC=2C=1.CN1CCOCC1. (9) Given the product [Cl:41][C:42]1[CH:47]=[C:46]([O:19][C:20]2[CH:25]=[CH:24][C:23]([NH:26][C:27](=[O:28])[CH3:51])=[CH:22][C:21]=2[F:40])[CH:45]=[CH:44][N:43]=1, predict the reactants needed to synthesize it. The reactants are: Cl.Cl.Cl.NCC1CN(CC#CC2C=NC=CC=2[O:19][C:20]2[CH:25]=[CH:24][C:23]([NH:26][C:27](NC(=O)CC3C=CC(F)=CC=3)=[O:28])=[CH:22][C:21]=2[F:40])C1.[Cl:41][C:42]1[CH:47]=[C:46]([N+]([O-])=O)[CH:45]=[CH:44][N:43]=1.[C:51]([O-])([O-])=O.[K+].[K+].